From a dataset of Forward reaction prediction with 1.9M reactions from USPTO patents (1976-2016). Predict the product of the given reaction. (1) The product is: [CH3:29][O:30][C:2]1[CH:7]=[CH:6][C:5]([NH:8][C:9]([NH:11][C:12]2[CH:17]=[CH:16][CH:15]=[C:14]([C:18]3[CH:23]=[CH:22][CH:21]=[C:20]([N:24]4[CH2:28][CH2:27][CH2:26][CH2:25]4)[N:19]=3)[CH:13]=2)=[O:10])=[CH:4][CH:3]=1. Given the reactants Cl[C:2]1[CH:7]=[CH:6][C:5]([NH:8][C:9]([NH:11][C:12]2[CH:17]=[CH:16][CH:15]=[C:14]([C:18]3[CH:23]=[CH:22][CH:21]=[C:20]([N:24]4[CH2:28][CH2:27][CH2:26][CH2:25]4)[N:19]=3)[CH:13]=2)=[O:10])=[CH:4][CH:3]=1.[CH3:29][O:30]C1C=CC(N)=CC=1.CCN(C(C)C)C(C)C, predict the reaction product. (2) Given the reactants [NH2:1][CH2:2][CH2:3][CH2:4][CH2:5][N:6]1[C:18]2[C:17]3[CH:16]=[CH:15][CH:14]=[CH:13][C:12]=3[N:11]=[C:10]([NH2:19])[C:9]=2[N:8]=[C:7]1[CH2:20][CH3:21].[C:22](Cl)(=[O:26])[CH2:23][CH2:24][CH3:25], predict the reaction product. The product is: [NH2:19][C:10]1[C:9]2[N:8]=[C:7]([CH2:20][CH3:21])[N:6]([CH2:5][CH2:4][CH2:3][CH2:2][NH:1][C:22](=[O:26])[CH2:23][CH2:24][CH3:25])[C:18]=2[C:17]2[CH:16]=[CH:15][CH:14]=[CH:13][C:12]=2[N:11]=1.